Dataset: Forward reaction prediction with 1.9M reactions from USPTO patents (1976-2016). Task: Predict the product of the given reaction. Given the reactants [NH2:1][C:2]1[CH:7]=[CH:6][CH:5]=[CH:4][N:3]=1.P(Cl)(Cl)([Cl:10])=O.[C:13]([CH:16]1[CH2:21][CH2:20]O[C:17]1=[O:18])(=O)[CH3:14], predict the reaction product. The product is: [Cl:10][CH2:20][CH2:21][C:16]1[C:17](=[O:18])[N:3]2[CH:4]=[CH:5][CH:6]=[CH:7][C:2]2=[N:1][C:13]=1[CH3:14].